Task: Predict the product of the given reaction.. Dataset: Forward reaction prediction with 1.9M reactions from USPTO patents (1976-2016) (1) Given the reactants [C:1]([C:4]1([C:17]([O:19][CH2:20][CH3:21])=[O:18])[CH2:9][CH2:8][N:7](C(OC(C)(C)C)=O)[CH2:6][CH2:5]1)(=[O:3])[NH2:2].[Cl:22]CCl, predict the reaction product. The product is: [ClH:22].[C:1]([C:4]1([C:17]([O:19][CH2:20][CH3:21])=[O:18])[CH2:9][CH2:8][NH:7][CH2:6][CH2:5]1)(=[O:3])[NH2:2]. (2) Given the reactants [Cl:1][C:2]1[CH:3]=[C:4]([S:8](Cl)(=[O:10])=[O:9])[CH:5]=[CH:6][CH:7]=1.[C:12]([C:14]1[CH:19]=[CH:18][C:17]([NH:20][C:21]([C:23]2[CH:31]=[C:30]3[C:26]([CH2:27][CH2:28][NH:29]3)=[CH:25][CH:24]=2)=[O:22])=[CH:16][C:15]=1[C:32]([F:35])([F:34])[F:33])#[N:13].N1C=CC=CC=1, predict the reaction product. The product is: [C:12]([C:14]1[CH:19]=[CH:18][C:17]([NH:20][C:21]([C:23]2[CH:31]=[C:30]3[C:26]([CH2:27][CH2:28][N:29]3[S:8]([C:4]3[CH:5]=[CH:6][CH:7]=[C:2]([Cl:1])[CH:3]=3)(=[O:10])=[O:9])=[CH:25][CH:24]=2)=[O:22])=[CH:16][C:15]=1[C:32]([F:35])([F:33])[F:34])#[N:13]. (3) Given the reactants [Br:1][C:2]1[CH:20]=[CH:19][C:5]([C:6]([CH:8]([C:16](=[O:18])[CH3:17])C(OC(C)(C)C)=O)=[O:7])=[C:4]([N+:21]([O-:23])=[O:22])[CH:3]=1.FC(F)(F)C(O)=O, predict the reaction product. The product is: [Br:1][C:2]1[CH:20]=[CH:19][C:5]([C:6](=[O:7])[CH2:8][C:16](=[O:18])[CH3:17])=[C:4]([N+:21]([O-:23])=[O:22])[CH:3]=1. (4) Given the reactants [Br:1][C:2]1[CH:3]=[C:4]([C:8]#[C:9][CH2:10][CH2:11][CH2:12][OH:13])[CH:5]=[CH:6][CH:7]=1.[H][H], predict the reaction product. The product is: [Br:1][C:2]1[CH:3]=[C:4]([CH2:8][CH2:9][CH2:10][CH2:11][CH2:12][OH:13])[CH:5]=[CH:6][CH:7]=1. (5) Given the reactants [Si]([O:8][CH2:9][C:10]1[CH:11]=[CH:12][C:13]2[C:18](=[O:19])[N:17]([C:20]3[CH:25]=[CH:24][C:23]([O:26][CH2:27][C:28]([F:31])([F:30])[F:29])=[CH:22][CH:21]=3)[C:16](=[S:32])[NH:15][C:14]=2[N:33]=1)(C(C)(C)C)(C)C.[F-].[CH2:35]([N+](CCCC)(CCCC)CCCC)[CH2:36]CC.O, predict the reaction product. The product is: [CH2:35]([S:32][C:16]1[N:17]([C:20]2[CH:21]=[CH:22][C:23]([O:26][CH2:27][C:28]([F:31])([F:29])[F:30])=[CH:24][CH:25]=2)[C:18](=[O:19])[C:13]2[CH:12]=[CH:11][C:10]([CH2:9][OH:8])=[N:33][C:14]=2[N:15]=1)[CH3:36].